Dataset: Full USPTO retrosynthesis dataset with 1.9M reactions from patents (1976-2016). Task: Predict the reactants needed to synthesize the given product. Given the product [Br:1][C:2]1[CH:3]=[C:4]([CH2:18][CH2:19][C:20]([O:22][CH2:23][CH3:24])=[O:21])[CH:5]=[C:6]([O:16][CH3:17])[C:7]=1[OH:8], predict the reactants needed to synthesize it. The reactants are: [Br:1][C:2]1[CH:3]=[C:4]([CH2:18][CH2:19][C:20]([O:22][CH2:23][CH3:24])=[O:21])[CH:5]=[C:6]([O:16][CH3:17])[C:7]=1[O:8][Si](C(C)(C)C)(C)C.[F-].C([N+](CCCC)(CCCC)CCCC)CCC.C(=O)([O-])O.[Na+].